Dataset: Full USPTO retrosynthesis dataset with 1.9M reactions from patents (1976-2016). Task: Predict the reactants needed to synthesize the given product. (1) Given the product [OH:27][C:24]([CH3:25])([CH3:26])[CH2:23][C@@:14]1([C:17]2[CH:18]=[CH:19][CH:20]=[CH:21][CH:22]=2)[O:13][C:12](=[O:28])[N:11]([C@H:9]([C:6]2[CH:5]=[CH:4][C:3]([C:1]#[C:2][C:30]3[CH:35]=[CH:34][N:33]=[C:32]([O:36][CH3:37])[CH:31]=3)=[CH:8][CH:7]=2)[CH3:10])[CH2:16][CH2:15]1, predict the reactants needed to synthesize it. The reactants are: [C:1]([C:3]1[CH:8]=[CH:7][C:6]([C@@H:9]([N:11]2[CH2:16][CH2:15][C@:14]([CH2:23][C:24]([OH:27])([CH3:26])[CH3:25])([C:17]3[CH:22]=[CH:21][CH:20]=[CH:19][CH:18]=3)[O:13][C:12]2=[O:28])[CH3:10])=[CH:5][CH:4]=1)#[CH:2].Br[C:30]1[CH:35]=[CH:34][N:33]=[C:32]([O:36][CH3:37])[CH:31]=1.C(NCC)C. (2) The reactants are: C[O:2][C:3]([C:5]1[CH:6]=[C:7]2[C:11](=[CH:12][CH:13]=1)[N:10]([CH2:14][C:15]1[CH:19]=[C:18]([C:20]3[S:21][C:22]([Cl:25])=[CH:23][CH:24]=3)[O:17][N:16]=1)[C:9]([C:26](=[O:37])[NH:27][CH:28]1[CH2:33][CH2:32][N:31]([CH:34]([CH3:36])[CH3:35])[CH2:30][CH2:29]1)=[CH:8]2)=[O:4].[Li+].[OH-]. Given the product [Cl:25][C:22]1[S:21][C:20]([C:18]2[O:17][N:16]=[C:15]([CH2:14][N:10]3[C:11]4[C:7](=[CH:6][C:5]([C:3]([OH:4])=[O:2])=[CH:13][CH:12]=4)[CH:8]=[C:9]3[C:26](=[O:37])[NH:27][CH:28]3[CH2:33][CH2:32][N:31]([CH:34]([CH3:35])[CH3:36])[CH2:30][CH2:29]3)[CH:19]=2)=[CH:24][CH:23]=1, predict the reactants needed to synthesize it. (3) The reactants are: CON(C)[C:4](=[O:13])[CH2:5][C:6]1[CH:7]=[C:8]([CH3:12])[CH:9]=[CH:10][CH:11]=1.[C:15]1([Mg]Br)[CH:20]=[CH:19][CH:18]=[CH:17][CH:16]=1. Given the product [C:15]1([C:4](=[O:13])[CH2:5][C:6]2[CH:7]=[C:8]([CH3:12])[CH:9]=[CH:10][CH:11]=2)[CH:20]=[CH:19][CH:18]=[CH:17][CH:16]=1, predict the reactants needed to synthesize it.